From a dataset of Catalyst prediction with 721,799 reactions and 888 catalyst types from USPTO. Predict which catalyst facilitates the given reaction. (1) Reactant: Br[C:2]1[CH:3]=[C:4]([C:7]([C:9]2[C:10]([NH:15][C@H:16]3[CH2:20][C@H:19]([O:21][Si:22]([CH:29]([CH3:31])[CH3:30])([CH:26]([CH3:28])[CH3:27])[CH:23]([CH3:25])[CH3:24])[C@@H:18]([CH2:32][O:33][Si:34]([C:37]([CH3:40])([CH3:39])[CH3:38])([CH3:36])[CH3:35])[CH2:17]3)=[N:11][CH:12]=[N:13][CH:14]=2)=[O:8])[O:5][CH:6]=1.C([Sn](CCCC)(CCCC)[C:46]1[O:47][CH2:48][CH2:49][CH:50]=1)CCC.C(N(CC)CC)C. Product: [Si:34]([O:33][CH2:32][C@@H:18]1[C@@H:19]([O:21][Si:22]([CH:23]([CH3:24])[CH3:25])([CH:29]([CH3:30])[CH3:31])[CH:26]([CH3:27])[CH3:28])[CH2:20][C@H:16]([NH:15][C:10]2[C:9]([C:7]([C:4]3[O:5][CH:6]=[C:2]([C:46]4[O:47][CH2:48][CH2:49][CH:50]=4)[CH:3]=3)=[O:8])=[CH:14][N:13]=[CH:12][N:11]=2)[CH2:17]1)([C:37]([CH3:40])([CH3:38])[CH3:39])([CH3:36])[CH3:35]. The catalyst class is: 77. (2) Reactant: [CH3:1][Mg]Cl.[C:4](=[S:6])=[S:5].Br[CH2:8][C:9]([O:11][CH2:12][CH3:13])=[O:10].O. Product: [C:4]([S:6][CH2:8][C:9]([O:11][CH2:12][CH3:13])=[O:10])(=[S:5])[CH3:1]. The catalyst class is: 1. (3) Reactant: [Zn:1].[Br:2][C:3]1[CH:8]=[CH:7][C:6]([I:9])=[C:5]([F:10])[CH:4]=1. Product: [I-:9].[Br:2][C:3]1[CH:8]=[CH:7][C:6]([Zn+:1])=[C:5]([F:10])[CH:4]=1. The catalyst class is: 1.